Dataset: Full USPTO retrosynthesis dataset with 1.9M reactions from patents (1976-2016). Task: Predict the reactants needed to synthesize the given product. Given the product [F:27][C:28]([F:33])([F:32])[C@@H:29]([OH:30])[CH2:31][N:12]1[CH2:13][CH2:14][O:15][CH:10]([C:6]2[CH:7]=[CH:8][CH:9]=[C:4]([C:3]([F:2])([F:16])[F:17])[CH:5]=2)[CH2:11]1, predict the reactants needed to synthesize it. The reactants are: Cl.[F:2][C:3]([F:17])([F:16])[C:4]1[CH:5]=[C:6]([CH:10]2[O:15][CH2:14][CH2:13][NH:12][CH2:11]2)[CH:7]=[CH:8][CH:9]=1.CCN(C(C)C)C(C)C.[F:27][C:28]([F:33])([F:32])[C@@H:29]1[CH2:31][O:30]1.